Regression. Given a peptide amino acid sequence and an MHC pseudo amino acid sequence, predict their binding affinity value. This is MHC class II binding data. From a dataset of Peptide-MHC class II binding affinity with 134,281 pairs from IEDB. (1) The peptide sequence is RLIAFTSEHSHF. The MHC is HLA-DQA10501-DQB10301 with pseudo-sequence HLA-DQA10501-DQB10301. The binding affinity (normalized) is 0.274. (2) The peptide sequence is TILKALGPAATLEEMMTA. The MHC is DRB1_0401 with pseudo-sequence DRB1_0401. The binding affinity (normalized) is 0.392. (3) The peptide sequence is MIRIIAQGPKATFEA. The MHC is DRB1_0901 with pseudo-sequence DRB1_0901. The binding affinity (normalized) is 0.492. (4) The peptide sequence is LIINWLQEALSSASL. The MHC is DRB1_0901 with pseudo-sequence DRB1_0901. The binding affinity (normalized) is 0.549. (5) The peptide sequence is LRTKLMTSRRVLEKE. The MHC is DRB5_0101 with pseudo-sequence DRB5_0101. The binding affinity (normalized) is 0.783. (6) The peptide sequence is PIVKDASIQVVSAIR. The MHC is HLA-DQA10102-DQB10602 with pseudo-sequence HLA-DQA10102-DQB10602. The binding affinity (normalized) is 0.553. (7) The peptide sequence is GPGSTGLNITGVTCG. The MHC is HLA-DPA10201-DPB10501 with pseudo-sequence HLA-DPA10201-DPB10501. The binding affinity (normalized) is 0. (8) The peptide sequence is VAWQVKLLPVPPTVT. The MHC is HLA-DPA10103-DPB10401 with pseudo-sequence HLA-DPA10103-DPB10401. The binding affinity (normalized) is 0.429. (9) The peptide sequence is AFLLLGLAGNSSPSA. The MHC is DRB1_1602 with pseudo-sequence DRB1_1602. The binding affinity (normalized) is 0.562. (10) The peptide sequence is TNHLSKCQFDHVNTL. The MHC is DRB1_0301 with pseudo-sequence DRB1_0301. The binding affinity (normalized) is 0.228.